The task is: Predict the reactants needed to synthesize the given product.. This data is from Full USPTO retrosynthesis dataset with 1.9M reactions from patents (1976-2016). (1) Given the product [Br:30][C:31]1[CH:36]=[CH:35][CH:34]=[CH:33][C:32]=1[NH:37][C:38]([NH:24][C:23]1[CH:25]=[CH:26][C:27]([Cl:28])=[C:21]([S:18]([N:15]2[CH2:16][CH2:17][N:12]([C:10]([O:9][C:5]([CH3:8])([CH3:6])[CH3:7])=[O:11])[CH2:13][CH2:14]2)(=[O:19])=[O:20])[C:22]=1[OH:29])=[O:39], predict the reactants needed to synthesize it. The reactants are: NC(N)=O.[C:5]([O:9][C:10]([N:12]1[CH2:17][CH2:16][N:15]([S:18]([C:21]2[C:22]([OH:29])=[C:23]([CH:25]=[CH:26][C:27]=2[Cl:28])[NH2:24])(=[O:20])=[O:19])[CH2:14][CH2:13]1)=[O:11])([CH3:8])([CH3:7])[CH3:6].[Br:30][C:31]1[CH:36]=[CH:35][CH:34]=[CH:33][C:32]=1[N:37]=[C:38]=[O:39]. (2) Given the product [Br:22][C:23]1[CH:24]=[C:25]([CH2:39][C:40]([O:41][CH3:42])=[O:43])[CH:26]=[CH:27][C:28]=1[C:29]1[CH:30]=[CH:31][C:32]([C:35]([F:36])([F:37])[F:38])=[CH:33][CH:34]=1, predict the reactants needed to synthesize it. The reactants are: C(NC(C)C)(C)C.C([Li])CCC.CN1CCCN(C)C1=O.[Br:22][C:23]1[CH:24]=[C:25]([CH3:39])[CH:26]=[CH:27][C:28]=1[C:29]1[CH:34]=[CH:33][C:32]([C:35]([F:38])([F:37])[F:36])=[CH:31][CH:30]=1.[C:40](=O)([O:43]C)[O:41][CH3:42]. (3) Given the product [Cl:16][C:17]1[C:22]([Cl:23])=[CH:21][C:20]2[N:24]=[C:11]([C:8]3[CH:7]=[CH:6][C:5]([CH:4]=[O:13])=[CH:10][CH:9]=3)[NH:25][C:19]=2[CH:18]=1, predict the reactants needed to synthesize it. The reactants are: CCO[CH:4]([O:13]CC)[C:5]1[CH:10]=[CH:9][C:8]([CH:11]=O)=[CH:7][CH:6]=1.[Cl:16][C:17]1[C:22]([Cl:23])=[CH:21][C:20]([NH2:24])=[C:19]([NH2:25])[CH:18]=1.C1(=O)C=CC(=O)C=C1. (4) The reactants are: [Br:1][C:2]1[CH:7]=[CH:6][C:5]([CH:8]([CH:15]([NH:22]O)[C:16]2[CH:17]=[N:18][CH:19]=[CH:20][CH:21]=2)[C:9](=[O:14])[C:10]([F:13])([F:12])[F:11])=[CH:4][CH:3]=1.II.[I-].[K+].C(=O)(O)[O-].[Na+]. Given the product [Br:1][C:2]1[CH:7]=[CH:6][C:5]([C:8]2[C:15]([C:16]3[CH:17]=[N:18][CH:19]=[CH:20][CH:21]=3)=[N:22][O:14][C:9]=2[C:10]([F:11])([F:13])[F:12])=[CH:4][CH:3]=1, predict the reactants needed to synthesize it.